The task is: Predict the reactants needed to synthesize the given product.. This data is from Full USPTO retrosynthesis dataset with 1.9M reactions from patents (1976-2016). (1) Given the product [Cl:37][C:17]1([CH3:16])[C:25]([CH3:26])=[CH:24][CH:23]=[CH:22][CH:18]1[C:19]([NH:29][CH2:33][C:8]1([C:5]2[CH:4]=[CH:3][C:2]([Cl:1])=[CH:7][CH:6]=2)[CH2:9][CH2:10][O:11][CH2:12][CH2:13]1)=[O:20], predict the reactants needed to synthesize it. The reactants are: [Cl:1][C:2]1[CH:7]=[CH:6][C:5]([C:8]2(NC)[CH2:13][CH2:12][O:11][CH2:10][CH2:9]2)=[CH:4][CH:3]=1.[CH3:16][C:17]1[C:25]([CH3:26])=[CH:24][CH:23]=[CH:22][C:18]=1[C:19](Cl)=[O:20].CC[N:29]([CH:33](C)C)C(C)C.C(Cl)[Cl:37]. (2) Given the product [CH2:8]1[C:5]2[C:4](=[CH:3][C:2]([OH:41])=[CH:1][C:6]=2[OH:7])[O:11][C@H:10]([C:12]2[CH:17]=[C:18]3[C:19]([C@H:25]4[O:34][C:33]5[C:28](=[C:29]([OH:36])[CH:30]=[C:31]([OH:35])[CH:32]=5)[CH2:27][C@H:26]4[OH:37])=[CH:20][C:21]([C:22](=[O:23])[C:15]3=[C:14]([OH:39])[CH:13]=2)=[O:24])[C@@H:9]1[OH:40].[CH:1]1[C:2]([OH:41])=[CH:3][C:4]2[O:11][C@H:10]([C:12]3[C:17]4[CH:18]=[C:19]([C@H:25]5[O:34][C:33]6[CH:32]=[C:31]([OH:35])[CH:30]=[C:29]([OH:36])[C:28]=6[CH2:27][C@H:26]5[OH:37])[CH:20]=[C:21]([OH:24])[C:22](=[O:23])[C:16]=4[C:15]([OH:38])=[C:14]([OH:39])[CH:13]=3)[C@H:9]([OH:40])[CH2:8][C:5]=2[C:6]=1[OH:7], predict the reactants needed to synthesize it. The reactants are: [CH:1]1[C:2]([OH:41])=[CH:3][C:4]2[O:11][C@H:10]([C:12]3[C:17]4[CH:18]=[C:19]([C@H:25]5[O:34][C:33]6[CH:32]=[C:31]([OH:35])[CH:30]=[C:29]([OH:36])[C:28]=6[CH2:27][C@H:26]5[OH:37])[CH:20]=[C:21]([OH:24])[C:22](=[O:23])[C:16]=4[C:15]([OH:38])=[C:14]([OH:39])[CH:13]=3)[C@H:9]([OH:40])[CH2:8][C:5]=2[C:6]=1[OH:7]. (3) The reactants are: [OH:1][N:2]=[C:3]([C:5]1[N:6]=[C:7]([CH:10]2[CH2:15][CH2:14][N:13]([C:16](=[O:28])[CH2:17][N:18]3[C:22]([CH3:23])=[CH:21][C:20]([C:24]([F:27])([F:26])[F:25])=[N:19]3)[CH2:12][CH2:11]2)[S:8][CH:9]=1)[CH3:4].Br[CH2:30][CH2:31][C:32]1[CH:37]=[CH:36][CH:35]=[CH:34][CH:33]=1.C(=O)([O-])[O-].[Cs+].[Cs+].[C:44](#N)[CH3:45]. Given the product [CH3:23][C:22]1[N:18]([CH2:17][C:16]([N:13]2[CH2:14][CH2:15][CH:10]([C:7]3[S:8][CH:9]=[C:5]([C:3](=[N:2][O:1][CH2:44][CH2:45][CH2:30][CH2:31][C:32]4[CH:37]=[CH:36][CH:35]=[CH:34][CH:33]=4)[CH3:4])[N:6]=3)[CH2:11][CH2:12]2)=[O:28])[N:19]=[C:20]([C:24]([F:27])([F:26])[F:25])[CH:21]=1, predict the reactants needed to synthesize it. (4) Given the product [Cl:1][C:2]1[N:3]=[CH:4][N:5]=[C:6]2[NH:11][N:12]=[CH:8][C:7]=12, predict the reactants needed to synthesize it. The reactants are: [Cl:1][C:2]1[C:7]([CH:8]=O)=[C:6](Cl)[N:5]=[CH:4][N:3]=1.[NH2:11][NH2:12].C(N(CC)CC)C. (5) Given the product [C:8]1([N:7]([C:1]2[CH:2]=[CH:3][CH:4]=[CH:5][CH:6]=2)[C:15]2[CH:16]=[C:17]([OH:21])[CH:18]=[CH:19][CH:20]=2)[CH:9]=[CH:10][CH:11]=[CH:12][CH:13]=1, predict the reactants needed to synthesize it. The reactants are: [C:1]1([NH:7][C:8]2[CH:13]=[CH:12][CH:11]=[CH:10][CH:9]=2)[CH:6]=[CH:5][CH:4]=[CH:3][CH:2]=1.Br[C:15]1[CH:16]=[C:17]([OH:21])[CH:18]=[CH:19][CH:20]=1.CC([O-])(C)C.[Na+].C1(C)C=CC=CC=1. (6) Given the product [NH2:1][CH2:2][CH2:3][CH2:4][C:5]1[CH:6]=[C:7]2[C:12](=[C:13]3[CH:18]=[C:17]([C:19]([NH2:20])=[O:24])[CH:16]=[CH:15][C:14]=13)[C:11](=[O:21])[NH:10][CH:9]=[CH:8]2, predict the reactants needed to synthesize it. The reactants are: [NH2:1][CH2:2][CH2:3][CH2:4][C:5]1[CH:6]=[C:7]2[C:12](=[C:13]3[CH:18]=[C:17]([C:19]#[N:20])[CH:16]=[CH:15][C:14]=13)[C:11](=[O:21])[NH:10][CH:9]=[CH:8]2.CC[OH:24]. (7) The reactants are: [NH2:1][C:2]1[CH:3]=[C:4]([C:8]2[N:9]=[C:10]3[C:16]([C:17](=[O:22])[C:18]([CH3:21])([CH3:20])[CH3:19])=[CH:15][NH:14][C:11]3=[N:12][CH:13]=2)[CH:5]=[CH:6][CH:7]=1.[Cl-]. Given the product [C:17]([C:16]1[C:10]2[C:11](=[N:12][CH:13]=[C:8]([C:4]3[CH:3]=[C:2]([NH:1][C:17](=[O:22])[CH:16]=[CH2:15])[CH:7]=[CH:6][CH:5]=3)[N:9]=2)[NH:14][CH:15]=1)(=[O:22])[C:18]([CH3:19])([CH3:21])[CH3:20], predict the reactants needed to synthesize it. (8) Given the product [C:28]([O:32][C:33]([N:35]1[CH2:40][CH2:39][N:38]([C:10]([C:9]2[C:8]([O:7][C:6]3[CH:5]=[CH:4][C:3]([C:1]#[N:2])=[CH:27][CH:26]=3)=[N:16][C:15]([O:17][C:18]3[CH:19]=[CH:20][C:21]([C:24]#[N:25])=[CH:22][CH:23]=3)=[CH:14][CH:13]=2)=[O:11])[CH2:37][CH2:36]1)=[O:34])([CH3:31])([CH3:29])[CH3:30], predict the reactants needed to synthesize it. The reactants are: [C:1]([C:3]1[CH:27]=[CH:26][C:6]([O:7][C:8]2[N:16]=[C:15]([O:17][C:18]3[CH:23]=[CH:22][C:21]([C:24]#[N:25])=[CH:20][CH:19]=3)[CH:14]=[CH:13][C:9]=2[C:10](O)=[O:11])=[CH:5][CH:4]=1)#[N:2].[C:28]([O:32][C:33]([N:35]1[CH2:40][CH2:39][NH:38][CH2:37][CH2:36]1)=[O:34])([CH3:31])([CH3:30])[CH3:29]. (9) Given the product [CH2:1]([NH:3][CH2:4][C:5]1[CH:10]=[C:9]([Br:11])[CH:8]=[CH:7][C:6]=1[NH2:12])[CH3:2], predict the reactants needed to synthesize it. The reactants are: [CH2:1]([NH:3][CH2:4][C:5]1[CH:10]=[C:9]([Br:11])[CH:8]=[CH:7][C:6]=1[N+:12]([O-])=O)[CH3:2].Cl. (10) Given the product [CH2:1]([N:8]1[C:9](=[O:17])[CH2:10][C@H:11]([CH:13]=[O:16])[CH2:12]1)[C:2]1[CH:3]=[CH:4][CH:5]=[CH:6][CH:7]=1, predict the reactants needed to synthesize it. The reactants are: [CH2:1]([N:8]1[CH2:12][C@@H:11]([C@H:13]([OH:16])CO)[CH2:10][C:9]1=[O:17])[C:2]1[CH:7]=[CH:6][CH:5]=[CH:4][CH:3]=1.